This data is from Forward reaction prediction with 1.9M reactions from USPTO patents (1976-2016). The task is: Predict the product of the given reaction. (1) Given the reactants [Cl:1][C:2]1[C:7]([Cl:8])=[C:6]([Cl:9])[CH:5]=[C:4]([C:10]2[NH:14][N:13]=[N:12][N:11]=2)[N:3]=1.I[CH3:16].[C:17](=O)([O-])[O-].[K+].[K+], predict the reaction product. The product is: [Cl:1][C:2]1[C:7]([Cl:8])=[C:6]([Cl:9])[CH:5]=[C:4]([C:10]2[N:14]([CH3:17])[N:13]=[N:12][N:11]=2)[N:3]=1.[Cl:1][C:2]1[C:7]([Cl:8])=[C:6]([Cl:9])[CH:5]=[C:4]([C:10]2[NH:14][N:13]([CH3:16])[NH:12][N:11]=2)[N:3]=1. (2) Given the reactants [C:1]([O:6][CH2:7][CH3:8])(=[O:5])[C:2]([CH3:4])=[O:3].[C:9](OC(=O)C)(=[O:11])[CH3:10], predict the reaction product. The product is: [C:9]([O:3][C:2](=[CH2:4])[C:1]([O:6][CH2:7][CH3:8])=[O:5])(=[O:11])[CH3:10]. (3) The product is: [OH:32][C:30]1[CH:31]=[C:26]([NH:25][CH:2]=[C:3]2[C:11]3[C:6](=[CH:7][C:8]([C:12]([C:14]4[CH:15]=[C:16]([NH:20][C:21](=[O:23])[CH3:22])[CH:17]=[CH:18][CH:19]=4)=[O:13])=[CH:9][CH:10]=3)[NH:5][C:4]2=[O:24])[CH:27]=[CH:28][C:29]=1[CH3:33]. Given the reactants O[CH:2]=[C:3]1[C:11]2[C:6](=[CH:7][C:8]([C:12]([C:14]3[CH:15]=[C:16]([NH:20][C:21](=[O:23])[CH3:22])[CH:17]=[CH:18][CH:19]=3)=[O:13])=[CH:9][CH:10]=2)[NH:5][C:4]1=[O:24].[NH2:25][C:26]1[CH:27]=[CH:28][C:29]([CH3:33])=[C:30]([OH:32])[CH:31]=1, predict the reaction product. (4) Given the reactants [C:1]([C:5]1[CH:10]=[CH:9][C:8]([C:11]([C:13]2[NH:14][CH:15]=[CH:16][CH:17]=2)=[O:12])=[CH:7][CH:6]=1)([CH3:4])([CH3:3])[CH3:2].Br[CH2:19][CH2:20][CH2:21][C:22]([O:24][CH3:25])=[O:23].C([O-])([O-])=O.[Cs+].[Cs+], predict the reaction product. The product is: [C:1]([C:5]1[CH:10]=[CH:9][C:8]([C:11]([C:13]2[N:14]([CH2:19][CH2:20][CH2:21][C:22]([O:24][CH3:25])=[O:23])[CH:15]=[CH:16][CH:17]=2)=[O:12])=[CH:7][CH:6]=1)([CH3:4])([CH3:2])[CH3:3].